Dataset: Full USPTO retrosynthesis dataset with 1.9M reactions from patents (1976-2016). Task: Predict the reactants needed to synthesize the given product. (1) Given the product [Br:1][C:2]1[CH:11]=[C:10]2[C:5]([C:6]([N:20]3[CH2:25][CH2:24][O:23][CH2:22][CH2:21]3)=[CH:7][CH2:8][N:9]2[C:12]([O:14][C:15]([CH3:18])([CH3:17])[CH3:16])=[O:13])=[CH:4][CH:3]=1, predict the reactants needed to synthesize it. The reactants are: [Br:1][C:2]1[CH:11]=[C:10]2[C:5]([C:6](=O)[CH2:7][CH2:8][N:9]2[C:12]([O:14][C:15]([CH3:18])([CH3:17])[CH3:16])=[O:13])=[CH:4][CH:3]=1.[NH:20]1[CH2:25][CH2:24][O:23][CH2:22][CH2:21]1. (2) Given the product [CH2:14]([O:10][C:7]1[CH:8]=[CH:9][C:4]([Br:3])=[C:5]([F:12])[C:6]=1[F:11])[CH3:15], predict the reactants needed to synthesize it. The reactants are: [OH-].[Na+].[Br:3][C:4]1[CH:9]=[CH:8][C:7]([OH:10])=[C:6]([F:11])[C:5]=1[F:12].Br[CH2:14][CH3:15].